From a dataset of Full USPTO retrosynthesis dataset with 1.9M reactions from patents (1976-2016). Predict the reactants needed to synthesize the given product. (1) The reactants are: [Li+].CC([N-]C(C)C)C.[O:9]1C=C[CH:11]=[C:10]1[C:14]1[N:22]=[CH:21][N:20]=[C:19]2[C:15]=1[N:16]=[CH:17][N:18]2[CH2:23][C:24]1[CH:29]=[CH:28][C:27]([O:30][CH3:31])=[CH:26][CH:25]=1.[Cl:32][C:33](Cl)(Cl)[C:34](Cl)(Cl)Cl.[NH4+].[Cl-:41]. Given the product [Cl:41][C:17]1[N:18]([CH2:23][C:24]2[CH:29]=[CH:28][C:27]([O:30][CH3:31])=[CH:26][CH:25]=2)[C:19]2[C:15]([N:16]=1)=[C:14]([C:10]1[O:9][C:33]([Cl:32])=[CH:34][CH:11]=1)[N:22]=[CH:21][N:20]=2, predict the reactants needed to synthesize it. (2) Given the product [C:23]([O:27][C:28]([N:30]1[CH2:34][CH2:33][CH2:32][C:31]1([CH2:37][CH2:38][CH2:39][CH3:40])[CH:35]([C:2]1[CH:7]=[CH:6][C:5]([N:8]([Si:13]([CH3:16])([CH3:15])[CH3:14])[Si:9]([CH3:12])([CH3:11])[CH3:10])=[C:4]([Cl:17])[CH:3]=1)[OH:36])=[O:29])([CH3:26])([CH3:25])[CH3:24], predict the reactants needed to synthesize it. The reactants are: Br[C:2]1[CH:7]=[CH:6][C:5]([N:8]([Si:13]([CH3:16])([CH3:15])[CH3:14])[Si:9]([CH3:12])([CH3:11])[CH3:10])=[C:4]([Cl:17])[CH:3]=1.C([Li])(C)(C)C.[C:23]([O:27][C:28]([N:30]1[CH2:34][CH2:33][CH2:32][C:31]1([CH2:37][CH2:38][CH2:39][CH3:40])[CH:35]=[O:36])=[O:29])([CH3:26])([CH3:25])[CH3:24]. (3) Given the product [Cl:12][C:13]1[CH:18]=[C:17]([N+:19]([O-:21])=[O:20])[CH:16]=[C:15]([Cl:22])[C:14]=1[O:1][CH:2]1[CH2:11][C:10]2[C:5](=[CH:6][CH:7]=[CH:8][CH:9]=2)[N:4]=[CH:3]1, predict the reactants needed to synthesize it. The reactants are: [OH:1][C:2]1[CH:3]=[N:4][C:5]2[C:10]([CH:11]=1)=[CH:9][CH:8]=[CH:7][CH:6]=2.[Cl:12][C:13]1[CH:18]=[C:17]([N+:19]([O-:21])=[O:20])[CH:16]=[C:15]([Cl:22])[C:14]=1Cl.C(=O)([O-])[O-].[Cs+].[Cs+]. (4) Given the product [C:35]([N:8]1[CH2:7][C:6]2[CH:27]=[C:2]([Cl:1])[CH:3]=[CH:4][C:5]=2[N:11]2[C:12]([N:15]3[CH2:20][CH2:19][CH:18]([C:21]4[CH:22]=[CH:23][CH:24]=[CH:25][CH:26]=4)[CH2:17][CH2:16]3)=[N:13][N:14]=[C:10]2[CH2:9]1)(=[O:37])[CH3:36], predict the reactants needed to synthesize it. The reactants are: [Cl:1][C:2]1[CH:3]=[CH:4][C:5]2[N:11]3[C:12]([N:15]4[CH2:20][CH2:19][CH:18]([C:21]5[CH:26]=[CH:25][CH:24]=[CH:23][CH:22]=5)[CH2:17][CH2:16]4)=[N:13][N:14]=[C:10]3[CH2:9][NH:8][CH2:7][C:6]=2[CH:27]=1.C(N(CC)CC)C.[C:35](OC(=O)C)(=[O:37])[CH3:36]. (5) Given the product [C:1]([C:5]1[N:10]2[N:11]=[CH:12][C:13]([C:23]#[C:22][C:24]3[S:28][C:27]([S:29]([NH2:32])(=[O:31])=[O:30])=[CH:26][CH:25]=3)=[C:9]2[N:8]=[C:7]([C:15]2[CH:20]=[CH:19][C:18]([Cl:21])=[CH:17][CH:16]=2)[CH:6]=1)([CH3:4])([CH3:3])[CH3:2], predict the reactants needed to synthesize it. The reactants are: [C:1]([C:5]1[N:10]2[N:11]=[CH:12][C:13](I)=[C:9]2[N:8]=[C:7]([C:15]2[CH:20]=[CH:19][C:18]([Cl:21])=[CH:17][CH:16]=2)[CH:6]=1)([CH3:4])([CH3:3])[CH3:2].[C:22]([C:24]1[S:28][C:27]([S:29]([NH2:32])(=[O:31])=[O:30])=[CH:26][CH:25]=1)#[CH:23]. (6) Given the product [CH3:18][C:17]([CH3:20])([CH3:19])[C:16]([O:13][N:8]1[C:7]([CH3:14])([CH3:15])[CH2:6][CH:5]([O:4][CH2:1][CH2:2][CH3:3])[CH2:10][C:9]1([CH3:12])[CH3:11])=[O:21], predict the reactants needed to synthesize it. The reactants are: [CH2:1]([O:4][CH:5]1[CH2:10][C:9]([CH3:12])([CH3:11])[NH+:8]([O-:13])[C:7]([CH3:15])([CH3:14])[CH2:6]1)[CH2:2][CH3:3].[C:16](Cl)(=[O:21])[C:17]([CH3:20])([CH3:19])[CH3:18]. (7) Given the product [CH3:25][N+:27]1([CH3:24])[CH2:30][CH2:31][CH2:3][C@H:4]([NH:8][C:9]([N:11]2[CH2:17][CH2:16][C@@H:15]3[C@H:12]2[C:13](=[O:22])[N:14]3[S:18]([O-:21])(=[O:20])=[O:19])=[O:10])[CH2:29][CH2:28]1, predict the reactants needed to synthesize it. The reactants are: N1CCC[C@H:4]([NH:8][C:9]([N:11]2[CH2:17][CH2:16][C@@H:15]3[C@H:12]2[C:13](=[O:22])[N:14]3[S:18]([OH:21])(=[O:20])=[O:19])=[O:10])[CH2:3]C1.I[CH3:24].[CH2:25]([N:27]([CH2:30][CH3:31])[CH2:28][CH3:29])C. (8) Given the product [C:31]([CH:2]1[CH2:7][CH2:6][N:5]([CH2:8][C:9]2([C:15]([O:17][C:18]([CH3:21])([CH3:20])[CH3:19])=[O:16])[CH2:14][CH2:13][O:12][CH2:11][CH2:10]2)[CH2:4][CH2:3]1)#[N:32], predict the reactants needed to synthesize it. The reactants are: O=[C:2]1[CH2:7][CH2:6][N:5]([CH2:8][C:9]2([C:15]([O:17][C:18]([CH3:21])([CH3:20])[CH3:19])=[O:16])[CH2:14][CH2:13][O:12][CH2:11][CH2:10]2)[CH2:4][CH2:3]1.C1(C)C=CC(S([CH2:31][N+:32]#[C-])(=O)=O)=CC=1.CCO.CC([O-])(C)C.[K+].C([O-])(O)=O.[Na+]. (9) Given the product [BrH:26].[CH:5]1([C:12]([OH:14])=[O:13])[CH:6]2[CH2:11][CH2:10][CH2:9][CH:7]2[CH2:8][NH:4]1, predict the reactants needed to synthesize it. The reactants are: C([N:4]1[CH2:8][CH:7]2[CH2:9][CH2:10][CH2:11][CH:6]2[C:5]1(C(OCC)=O)[C:12]([O:14]CC)=[O:13])(=O)C.CC(O)=O.[BrH:26].